This data is from Peptide-MHC class I binding affinity with 185,985 pairs from IEDB/IMGT. The task is: Regression. Given a peptide amino acid sequence and an MHC pseudo amino acid sequence, predict their binding affinity value. This is MHC class I binding data. (1) The peptide sequence is SSQVLQQSTY. The MHC is HLA-A23:01 with pseudo-sequence HLA-A23:01. The binding affinity (normalized) is 0.0172. (2) The peptide sequence is DQHGRMNYYW. The MHC is HLA-A30:02 with pseudo-sequence HLA-A30:02. The binding affinity (normalized) is 0. (3) The peptide sequence is FHNNWGATL. The MHC is HLA-B07:02 with pseudo-sequence HLA-B07:02. The binding affinity (normalized) is 0.213. (4) The peptide sequence is AYSSWMYSY. The MHC is HLA-B27:03 with pseudo-sequence HLA-B27:03. The binding affinity (normalized) is 0.0847. (5) The peptide sequence is ETDDYMFFV. The MHC is HLA-B15:17 with pseudo-sequence HLA-B15:17. The binding affinity (normalized) is 0.771.